This data is from Forward reaction prediction with 1.9M reactions from USPTO patents (1976-2016). The task is: Predict the product of the given reaction. (1) Given the reactants [CH3:1][C:2]1[CH:7]=[CH:6][N:5]=[C:4]([NH:8][C:9]2[N:14]=[C:13]([C:15]3[S:19][C:18]([C@H:20]4[CH2:25][CH2:24][C@H:23]([C:26]([OH:28])=O)[CH2:22][CH2:21]4)=[N:17][CH:16]=3)[CH:12]=[CH:11][CH:10]=2)[CH:3]=1.OC1CCNCC1.C(N(CC)CC)C.F[P-](F)(F)(F)(F)F.[NH:50]1[C:54]2[CH:55]=[CH:56][CH:57]=[C:58]([O:59][P+](N3CCCC3)(N3CCCC3)N3CCCC3)C=2N=N1, predict the reaction product. The product is: [OH:59][CH:58]1[CH2:57][CH2:56][CH2:55][CH2:54][N:50]1[C:26]([C@H:23]1[CH2:22][CH2:21][C@H:20]([C:18]2[S:19][C:15]([C:13]3[CH:12]=[CH:11][CH:10]=[C:9]([NH:8][C:4]4[CH:3]=[C:2]([CH3:1])[CH:7]=[CH:6][N:5]=4)[N:14]=3)=[CH:16][N:17]=2)[CH2:25][CH2:24]1)=[O:28]. (2) Given the reactants [C:1]1([S:7]([N:10]2[C:14]3=[N:15][CH:16]=[C:17]([F:19])[CH:18]=[C:13]3[CH:12]=[C:11]2[C:20](OS(C2C=CC(C)=CC=2)(=O)=O)=[CH:21][CH:22]2[CH2:26][CH2:25][CH2:24][CH2:23]2)(=[O:9])=[O:8])[CH:6]=[CH:5][CH:4]=[CH:3][CH:2]=1.[CH3:38][O:39][C:40](=[O:57])[C:41]1[CH:46]=[CH:45][C:44](B2OC(C)(C)C(C)(C)O2)=[CH:43][C:42]=1[F:56].C(=O)([O-])[O-].[Na+].[Na+], predict the reaction product. The product is: [CH3:38][O:39][C:40](=[O:57])[C:41]1[CH:46]=[CH:45][C:44]([C:20]([C:11]2[N:10]([S:7]([C:1]3[CH:2]=[CH:3][CH:4]=[CH:5][CH:6]=3)(=[O:9])=[O:8])[C:14]3=[N:15][CH:16]=[C:17]([F:19])[CH:18]=[C:13]3[CH:12]=2)=[CH:21][CH:22]2[CH2:26][CH2:25][CH2:24][CH2:23]2)=[CH:43][C:42]=1[F:56]. (3) Given the reactants [C:1]([C:4]1[C:12]2[C:7](=[CH:8][C:9]([C:13]([O:15][CH3:16])=[O:14])=[CH:10][CH:11]=2)[NH:6][CH:5]=1)(=[O:3])[CH3:2].[CH3:17]N(C=O)C.[H-].[Na+].CI, predict the reaction product. The product is: [C:1]([C:4]1[C:12]2[C:7](=[CH:8][C:9]([C:13]([O:15][CH3:16])=[O:14])=[CH:10][CH:11]=2)[N:6]([CH3:17])[CH:5]=1)(=[O:3])[CH3:2].